From a dataset of Full USPTO retrosynthesis dataset with 1.9M reactions from patents (1976-2016). Predict the reactants needed to synthesize the given product. Given the product [OH:12][C:11]1[N:10]2[CH:13]=[CH:14][N:15]=[C:9]2[N:8]([CH2:16][CH2:17][CH:18]([CH3:19])[CH3:20])[C:7](=[O:21])[C:6]=1[C:4]1[NH:22][C:23]2[CH:28]=[CH:27][C:26]([NH:29][S:30]([CH3:33])(=[O:31])=[O:32])=[CH:25][C:24]=2[S:34](=[O:36])(=[O:35])[N:37]=1, predict the reactants needed to synthesize it. The reactants are: C(O[C:4]([CH:6]1[C:11](=[O:12])[N:10]2[CH:13]=[CH:14][N:15]=[C:9]2[N:8]([CH2:16][CH2:17][CH:18]([CH3:20])[CH3:19])[C:7]1=[O:21])=O)C.[NH2:22][C:23]1[CH:28]=[CH:27][C:26]([NH:29][S:30]([CH3:33])(=[O:32])=[O:31])=[CH:25][C:24]=1[S:34]([NH2:37])(=[O:36])=[O:35].C1CCN2C(=NCCC2)CC1.CO.